Dataset: Reaction yield outcomes from USPTO patents with 853,638 reactions. Task: Predict the reaction yield, written as a fraction of the theoretical maximum amount of product (1.0 means a 100% yield; for example, 0.34 means a 34% yield). (1) The reactants are [CH2:1]([NH2:13])[CH2:2][CH2:3][CH2:4][CH2:5][CH2:6][CH2:7][CH2:8][CH2:9][CH2:10][CH2:11][CH3:12].[Li]CCCC.C([O:21][C:22](=O)[C:23]1[CH:28]=[C:27]([C:29]2[CH:34]=[CH:33][C:32]([F:35])=[C:31]([Cl:36])[CH:30]=2)[C:26]([O:37][CH2:38][CH2:39][OH:40])=[C:25]([Br:41])[CH:24]=1)C. The catalyst is C1COCC1.O.Cl. The product is [CH2:1]([NH:13][C:22](=[O:21])[C:23]1[CH:28]=[C:27]([C:29]2[CH:34]=[CH:33][C:32]([F:35])=[C:31]([Cl:36])[CH:30]=2)[C:26]([O:37][CH2:38][CH2:39][OH:40])=[C:25]([Br:41])[CH:24]=1)[CH2:2][CH2:3][CH2:4][CH2:5][CH2:6][CH2:7][CH2:8][CH2:9][CH2:10][CH2:11][CH3:12]. The yield is 0.580. (2) The reactants are [NH2:1][C:2]1[CH:3]=[C:4]([CH:21]=[CH:22][CH:23]=1)[CH2:5][N:6]1[CH:15]=[CH:14][C:13]2[C:8](=[CH:9][C:10]([C:16]([O:18][CH3:19])=[O:17])=[CH:11][CH:12]=2)[C:7]1=[O:20].Cl.C(N(CC)CC)C.[CH3:32][CH:33]([CH3:37])[C:34](Cl)=[O:35]. The catalyst is C(Cl)Cl. The product is [C:34]([NH:1][C:2]1[CH:3]=[C:4]([CH:21]=[CH:22][CH:23]=1)[CH2:5][N:6]1[CH:15]=[CH:14][C:13]2[C:8](=[CH:9][C:10]([C:16]([O:18][CH3:19])=[O:17])=[CH:11][CH:12]=2)[C:7]1=[O:20])(=[O:35])[CH:33]([CH3:37])[CH3:32]. The yield is 0.880. (3) The reactants are [CH2:1]([NH:8][CH2:9][CH2:10][CH2:11][CH2:12][CH2:13][CH2:14][OH:15])[CH2:2][CH2:3][CH2:4][CH2:5][CH2:6][CH3:7].[CH:16]([C:19]1[CH:24]=[CH:23][CH:22]=[C:21]([CH:25]([CH3:27])[CH3:26])[C:20]=1[N:28]=[C:29]=[O:30])([CH3:18])[CH3:17]. The catalyst is C(Cl)(Cl)Cl. The product is [CH:16]([C:19]1[CH:24]=[CH:23][CH:22]=[C:21]([CH:25]([CH3:26])[CH3:27])[C:20]=1[NH:28][C:29](=[O:30])[N:8]([CH2:1][CH2:2][CH2:3][CH2:4][CH2:5][CH2:6][CH3:7])[CH2:9][CH2:10][CH2:11][CH2:12][CH2:13][CH2:14][OH:15])([CH3:17])[CH3:18]. The yield is 0.880. (4) The reactants are Cl[C:2]1[N:7]=[CH:6][N:5]=[C:4]([NH:8][C:9]2[CH:20]=[CH:19][C:12]([CH2:13][NH:14][S:15]([CH3:18])(=[O:17])=[O:16])=[CH:11][CH:10]=2)[CH:3]=1.[CH3:21][O:22][C:23]1[CH:28]=[CH:27][CH:26]=[CH:25][C:24]=1B(O)O.C([O-])([O-])=O.[Na+].[Na+].O. The catalyst is C(COC)OC. The product is [CH3:21][O:22][C:23]1[CH:28]=[CH:27][CH:26]=[CH:25][C:24]=1[C:2]1[N:7]=[CH:6][N:5]=[C:4]([NH:8][C:9]2[CH:20]=[CH:19][C:12]([CH2:13][NH:14][S:15]([CH3:18])(=[O:17])=[O:16])=[CH:11][CH:10]=2)[CH:3]=1. The yield is 0.450. (5) The reactants are Cl[C:2]1[N:7]=[C:6]([O:8][CH3:9])[CH:5]=[C:4]([O:10][CH3:11])[N:3]=1.C(=O)([O-])[O-].[K+].[K+].[NH:18]1[CH2:23][CH2:22][NH:21][CH2:20][CH2:19]1. The catalyst is CN(C=O)C.O. The product is [CH3:11][O:10][C:4]1[CH:5]=[C:6]([O:8][CH3:9])[N:7]=[C:2]([N:18]2[CH2:23][CH2:22][NH:21][CH2:20][CH2:19]2)[N:3]=1. The yield is 0.650. (6) The catalyst is CN(C=O)C.[Cl-].[Na+].O. The reactants are [H-].[Na+].[CH3:3][NH:4][C:5]1[N:9]([CH3:10])[C:8]([C:11]2[CH:12]=[N:13][CH:14]=[CH:15][CH:16]=2)=[N:7][N:6]=1.Cl[CH:18]([C:20]1[N:24]=[C:23]([C:25]2[CH:30]=[CH:29][CH:28]=[C:27]([Cl:31])[CH:26]=2)[O:22][N:21]=1)[CH3:19]. The yield is 0.430. The product is [Cl:31][C:27]1[CH:26]=[C:25]([C:23]2[O:22][N:21]=[C:20]([CH:18]([N:4]([CH3:3])[C:5]3[N:9]([CH3:10])[C:8]([C:11]4[CH:12]=[N:13][CH:14]=[CH:15][CH:16]=4)=[N:7][N:6]=3)[CH3:19])[N:24]=2)[CH:30]=[CH:29][CH:28]=1. (7) The reactants are [Br:1][C:2]1[CH:10]=[C:9]([F:11])[C:8]([CH2:12][Br:13])=[CH:7][C:3]=1[C:4](O)=[O:5].CO. The catalyst is C1COCC1. The product is [Br:1][C:2]1[CH:10]=[C:9]([F:11])[C:8]([CH2:12][Br:13])=[CH:7][C:3]=1[CH2:4][OH:5]. The yield is 0.840. (8) The reactants are [Br:1][C:2]1[CH:3]=[C:4]2[O:10]C(=O)[NH:8][C:5]2=[N:6][CH:7]=1.[OH-].[Na+].C(=O)=O. No catalyst specified. The product is [NH2:8][C:5]1[C:4]([OH:10])=[CH:3][C:2]([Br:1])=[CH:7][N:6]=1. The yield is 0.980. (9) The catalyst is C1COCC1.[Pd]. The product is [CH3:1][C@H:2]([O:6][C:7]1[CH:8]=[C:9]([C:21]([NH:23][C:24]2[N:29]=[CH:28][C:27]([C:30]([O:32][CH3:33])=[O:31])=[CH:26][CH:25]=2)=[O:22])[CH:10]=[C:11]([OH:13])[CH:12]=1)[CH2:3][O:4][CH3:5]. The reactants are [CH3:1][C@H:2]([O:6][C:7]1[CH:8]=[C:9]([C:21]([NH:23][C:24]2[N:29]=[CH:28][C:27]([C:30]([O:32][CH3:33])=[O:31])=[CH:26][CH:25]=2)=[O:22])[CH:10]=[C:11]([O:13]CC2C=CC=CC=2)[CH:12]=1)[CH2:3][O:4][CH3:5].CO.[H][H]. The yield is 0.720.